This data is from Retrosynthesis with 50K atom-mapped reactions and 10 reaction types from USPTO. The task is: Predict the reactants needed to synthesize the given product. (1) Given the product CCOC(=O)C(C)=NNc1cccc(Cl)c1F, predict the reactants needed to synthesize it. The reactants are: CCOC(=O)C(C)=O.NNc1cccc(Cl)c1F. (2) Given the product O=C(Nc1ccc2c(cnn2C(c2ccccc2)(c2ccccc2)c2ccccc2)c1)OCc1ccccc1, predict the reactants needed to synthesize it. The reactants are: ClC(c1ccccc1)(c1ccccc1)c1ccccc1.O=C(Nc1ccc2[nH]ncc2c1)OCc1ccccc1.